From a dataset of Reaction yield outcomes from USPTO patents with 853,638 reactions. Predict the reaction yield, written as a fraction of the theoretical maximum amount of product (1.0 means a 100% yield; for example, 0.34 means a 34% yield). (1) The product is [Br:8][C:4]1[CH:5]=[CH:6][CH:7]=[C:2]([O:14][CH2:13][C:12]([F:16])([F:15])[F:11])[N:3]=1. The yield is 0.400. The reactants are Br[C:2]1[CH:7]=[CH:6][CH:5]=[C:4]([Br:8])[N:3]=1.[H-].[Na+].[F:11][C:12]([F:16])([F:15])[CH2:13][OH:14]. The catalyst is CN(C=O)C. (2) The reactants are [CH2:1]([NH:19][CH2:20][CH2:21][CH2:22][CH2:23][CH2:24][CH2:25][CH2:26][CH2:27][CH2:28][CH2:29][CH2:30][CH2:31][CH2:32][CH2:33][CH2:34][CH2:35][CH2:36][CH3:37])[CH2:2][CH2:3][CH2:4][CH2:5][CH2:6][CH2:7][CH2:8][CH2:9][CH2:10][CH2:11][CH2:12][CH2:13][CH2:14][CH2:15][CH2:16][CH2:17][CH3:18].[C:38]([O:42][CH3:43])(=[O:41])[CH:39]=[CH2:40]. The catalyst is CC(O)C.C(Cl)Cl. The product is [CH2:20]([N:19]([CH2:1][CH2:2][CH2:3][CH2:4][CH2:5][CH2:6][CH2:7][CH2:8][CH2:9][CH2:10][CH2:11][CH2:12][CH2:13][CH2:14][CH2:15][CH2:16][CH2:17][CH3:18])[CH:39]([CH3:40])[C:38]([O:42][CH3:43])=[O:41])[CH2:21][CH2:22][CH2:23][CH2:24][CH2:25][CH2:26][CH2:27][CH2:28][CH2:29][CH2:30][CH2:31][CH2:32][CH2:33][CH2:34][CH2:35][CH2:36][CH3:37]. The yield is 0.960. (3) The reactants are [C:1]([C:5]1[CH:43]=[CH:42][C:8]([C:9]([NH:11][C@@H:12]([CH2:16][C:17]2[CH:22]=[CH:21][C:20]([C:23]3[N:27]=[C:26]([C:28]4[CH:33]=[CH:32][C:31]([O:34][CH2:35][CH2:36][CH2:37][CH2:38][CH2:39][CH2:40][CH3:41])=[CH:30][CH:29]=4)[O:25][N:24]=3)=[CH:19][CH:18]=2)[C:13](O)=[O:14])=[O:10])=[CH:7][CH:6]=1)([CH3:4])([CH3:3])[CH3:2].C1C=CC2N(O)N=NC=2C=1.CCN=C=NCCCN(C)C.[NH2:65][CH2:66][C:67]([O:69]C(C)(C)C)=[O:68]. The catalyst is CN(C=O)C. The product is [C:1]([C:5]1[CH:43]=[CH:42][C:8]([C:9]([NH:11][C@@H:12]([CH2:16][C:17]2[CH:22]=[CH:21][C:20]([C:23]3[N:27]=[C:26]([C:28]4[CH:29]=[CH:30][C:31]([O:34][CH2:35][CH2:36][CH2:37][CH2:38][CH2:39][CH2:40][CH3:41])=[CH:32][CH:33]=4)[O:25][N:24]=3)=[CH:19][CH:18]=2)[C:13]([NH:65][CH2:66][C:67]([OH:69])=[O:68])=[O:14])=[O:10])=[CH:7][CH:6]=1)([CH3:4])([CH3:2])[CH3:3]. The yield is 0.880.